Regression. Given two drug SMILES strings and cell line genomic features, predict the synergy score measuring deviation from expected non-interaction effect. From a dataset of NCI-60 drug combinations with 297,098 pairs across 59 cell lines. (1) Drug 1: COC1=CC(=CC(=C1O)OC)C2C3C(COC3=O)C(C4=CC5=C(C=C24)OCO5)OC6C(C(C7C(O6)COC(O7)C8=CC=CS8)O)O. Drug 2: CN(CC1=CN=C2C(=N1)C(=NC(=N2)N)N)C3=CC=C(C=C3)C(=O)NC(CCC(=O)O)C(=O)O. Cell line: SK-MEL-5. Synergy scores: CSS=29.5, Synergy_ZIP=-3.63, Synergy_Bliss=-1.90, Synergy_Loewe=-3.36, Synergy_HSA=-0.499. (2) Drug 1: C1CCN(CC1)CCOC2=CC=C(C=C2)C(=O)C3=C(SC4=C3C=CC(=C4)O)C5=CC=C(C=C5)O. Drug 2: C(CC(=O)O)C(=O)CN.Cl. Cell line: M14. Synergy scores: CSS=0.637, Synergy_ZIP=1.28, Synergy_Bliss=2.51, Synergy_Loewe=-1.05, Synergy_HSA=-0.587.